Predict the product of the given reaction. From a dataset of Forward reaction prediction with 1.9M reactions from USPTO patents (1976-2016). (1) Given the reactants N#N.[NH2:3][C:4]1[N:9]=[CH:8][N:7]=[C:6]2[N:10]([CH:14]([C:16]3[O:17][C:18](=[O:39])[C:19]4[C:24]([C:25]=3[C:26]3[CH2:31][CH2:30][N:29](C(OC(C)(C)C)=O)[CH2:28][CH:27]=3)=[CH:23][CH:22]=[CH:21][CH:20]=4)[CH3:15])[N:11]=[C:12](I)[C:5]=12.[F:40][C:41]1[CH:42]=[C:43](B(O)O)[CH:44]=[C:45]([OH:47])[CH:46]=1.P([O-])([O-])([O-])=O.[K+].[K+].[K+].Cl, predict the reaction product. The product is: [CH:18]([OH:39])=[O:17].[NH2:3][C:4]1[N:9]=[CH:8][N:7]=[C:6]2[N:10]([CH:14]([C:16]3[O:17][C:18](=[O:39])[C:19]4[C:24]([C:25]=3[C:26]3[CH2:31][CH2:30][NH:29][CH2:28][CH:27]=3)=[CH:23][CH:22]=[CH:21][CH:20]=4)[CH3:15])[N:11]=[C:12]([C:43]3[CH:44]=[C:45]([OH:47])[CH:46]=[C:41]([F:40])[CH:42]=3)[C:5]=12. (2) Given the reactants [CH:1]1[C:10]2[C:5](=[CH:6][CH:7]=[CH:8][CH:9]=2)[CH:4]=[CH:3][C:2]=1B(O)O.C(=O)([O-])[O-].[Na+].[Na+].O, predict the reaction product. The product is: [CH:6]1[C:5]2[C:10](=[CH:1][C:2]3[C:3]([CH:4]=2)=[CH:3][CH:2]=[CH:1][CH:10]=3)[CH:9]=[CH:8][CH:7]=1. (3) Given the reactants C([C:3]1[N:8]=[CH:7][N:6]=[CH:5][CH:4]=1)=C.[Br:9]Br.N1([CH:22]2[CH2:32]CCCCCCCCC2)CCCN=CCCCCC1, predict the reaction product. The product is: [Br:9][C:32]([C:4]1[CH:3]=[N:8][CH:7]=[N:6][CH:5]=1)=[CH2:22]. (4) The product is: [OH:31][C:28]1[CH:27]=[CH:26][C:25]([CH2:24][N:9]([C:10]2[CH:15]=[CH:14][C:13]([O:16][CH2:17][CH2:18][N:19]3[CH2:23][CH2:22][CH2:21][CH2:20]3)=[CH:12][CH:11]=2)[C:7]([CH:1]2[CH2:6][CH2:5][CH2:4][CH2:3][CH2:2]2)=[O:8])=[CH:30][CH:29]=1. Given the reactants [CH:1]1([C:7]([N:9]([CH2:24][C:25]2[CH:30]=[CH:29][C:28]([O:31]S(C3C=CC(C)=CC=3)(=O)=O)=[CH:27][CH:26]=2)[C:10]2[CH:15]=[CH:14][C:13]([O:16][CH2:17][CH2:18][N:19]3[CH2:23][CH2:22][CH2:21][CH2:20]3)=[CH:12][CH:11]=2)=[O:8])[CH2:6][CH2:5][CH2:4][CH2:3][CH2:2]1.[OH-].[Na+], predict the reaction product. (5) The product is: [F:46][C:25]([F:24])([F:45])[C:26]1[CH:27]=[C:28]([CH:43]=[O:44])[C:29]2[N:33]=[N:32][N:31]([CH2:10][O:11][CH2:12][CH2:13][Si:14]([CH3:17])([CH3:16])[CH3:15])[C:30]=2[CH:42]=1. Given the reactants FC(F)(F)C1C=C(C=O)C2N([CH2:10][O:11][CH2:12][CH2:13][Si:14]([CH3:17])([CH3:16])[CH3:15])N=NC=2C=1.[F:24][C:25]([F:46])([F:45])[C:26]1[CH:27]=[C:28]([CH:43]=[O:44])[C:29]2[C:30]([CH:42]=1)=[N:31][N:32](COCC[Si](C)(C)C)[N:33]=2, predict the reaction product. (6) Given the reactants [CH:1]1([NH:4][C:5](=[O:23])[C:6]2[CH:11]=[C:10]([C:12]3[CH:13]=[C:14]4[C:18](=[CH:19][CH:20]=3)[NH:17][N:16]=[CH:15]4)[C:9]([CH3:21])=[C:8]([F:22])[CH:7]=2)[CH2:3][CH2:2]1.[H-].[Na+].Br[CH2:27][C:28]1[CH:33]=[CH:32][CH:31]=[CH:30][CH:29]=1, predict the reaction product. The product is: [CH:1]1([NH:4][C:5](=[O:23])[C:6]2[CH:11]=[C:10]([C:12]3[CH:13]=[C:14]4[C:18](=[CH:19][CH:20]=3)[N:17]([CH2:27][C:28]3[CH:33]=[CH:32][CH:31]=[CH:30][CH:29]=3)[N:16]=[CH:15]4)[C:9]([CH3:21])=[C:8]([F:22])[CH:7]=2)[CH2:2][CH2:3]1. (7) The product is: [CH2:22]([O:8][C:6]1[N:7]=[C:2]([CH3:1])[N:3]=[C:4]([N:12]2[CH2:18][CH2:17][C:16]3[CH:19]=[CH:20][S:21][C:15]=3[CH2:14][CH2:13]2)[C:5]=1[N+:9]([O-:11])=[O:10])[CH3:23]. Given the reactants [CH3:1][C:2]1[NH:7][C:6](=[O:8])[C:5]([N+:9]([O-:11])=[O:10])=[C:4]([N:12]2[CH2:18][CH2:17][C:16]3[CH:19]=[CH:20][S:21][C:15]=3[CH2:14][CH2:13]2)[N:3]=1.[CH2:22](Br)[CH3:23].C(=O)([O-])[O-].[K+].[K+], predict the reaction product.